Dataset: Ames mutagenicity test results for genotoxicity prediction. Task: Regression/Classification. Given a drug SMILES string, predict its toxicity properties. Task type varies by dataset: regression for continuous values (e.g., LD50, hERG inhibition percentage) or binary classification for toxic/non-toxic outcomes (e.g., AMES mutagenicity, cardiotoxicity, hepatotoxicity). Dataset: ames. (1) The molecule is O=C(O)c1ccc(N=Nc2ccc(O)c(C(=O)O)c2)cc1. The result is 0 (non-mutagenic). (2) The compound is C=CCN1CCC=C2c3nc(NC(C)=O)sc3CCC21. The result is 0 (non-mutagenic). (3) The result is 1 (mutagenic). The molecule is Cc1c2cc(CO)ccc2nc2c1ccc1ccccc12. (4) The molecule is CC(=O)N(O)c1ccc(C)cc1. The result is 0 (non-mutagenic). (5) The compound is CC(C)(C)ON=O. The result is 1 (mutagenic). (6) The molecule is CC(C)NCC(O)COc1cccc2[nH]ccc12. The result is 0 (non-mutagenic). (7) The compound is N=c1ccc2c(-c3ccccc3C(=O)O)c3ccc(N)cc3oc-2c1. The result is 0 (non-mutagenic). (8) The drug is O=c1ccc2cc3ccoc3cc2o1. The result is 0 (non-mutagenic). (9) The molecule is OCCI. The result is 1 (mutagenic). (10) The molecule is O=C1c2ccccc2-c2c1ccc1ccc3ccccc3c21. The result is 0 (non-mutagenic).